Task: Predict which catalyst facilitates the given reaction.. Dataset: Catalyst prediction with 721,799 reactions and 888 catalyst types from USPTO The catalyst class is: 828. Reactant: [C:1]1([CH2:7][O:8][C@@H:9]2[C@@H:13]([CH2:14][O:15][CH2:16][C:17]3[CH:22]=[CH:21][CH:20]=[CH:19][CH:18]=3)[C:12](OS(C(F)(F)F)(=O)=O)=[CH:11][CH2:10]2)[CH:6]=[CH:5][CH:4]=[CH:3][CH:2]=1.CN([CH:34]=[O:35])C.[CH3:36][OH:37].C(N(CC)CC)C. Product: [CH3:36][O:37][C:34]([C:12]1[C@H:13]([CH2:14][O:15][CH2:16][C:17]2[CH:22]=[CH:21][CH:20]=[CH:19][CH:18]=2)[C@@H:9]([O:8][CH2:7][C:1]2[CH:6]=[CH:5][CH:4]=[CH:3][CH:2]=2)[CH2:10][CH:11]=1)=[O:35].